Dataset: Reaction yield outcomes from USPTO patents with 853,638 reactions. Task: Predict the reaction yield, written as a fraction of the theoretical maximum amount of product (1.0 means a 100% yield; for example, 0.34 means a 34% yield). (1) The reactants are [CH3:1][C:2]1[CH:11]=[C:10]2[C:5]([CH:6]=[CH:7][CH:8]=[N:9]2)=[CH:4][C:3]=1[N+:12]([O-:14])=[O:13].C([O:19]C(N(C)C)N(C)C)(C)(C)C. The catalyst is CN(C=O)C. The product is [N+:12]([C:3]1[CH:4]=[C:5]2[C:10](=[CH:11][C:2]=1[CH:1]=[O:19])[N:9]=[CH:8][CH:7]=[CH:6]2)([O-:14])=[O:13]. The yield is 0.700. (2) The reactants are Cl[C:2]1[N:7]=[C:6]([NH:8][C:9]2[CH:18]=[CH:17][CH:16]=[CH:15][C:10]=2[C:11]([NH:13][CH3:14])=[O:12])[C:5]([C:19]([F:22])([F:21])[F:20])=[CH:4][N:3]=1.[NH2:23][C:24]1[C:38]([O:39][CH3:40])=[CH:37][C:27]([CH2:28][P:29](=[O:36])([O:33][CH2:34][CH3:35])[O:30][CH2:31][CH3:32])=[C:26]([F:41])[CH:25]=1.C(O)(C(F)(F)F)=O. No catalyst specified. The product is [F:41][C:26]1[CH:25]=[C:24]([NH:23][C:2]2[N:7]=[C:6]([NH:8][C:9]3[CH:18]=[CH:17][CH:16]=[CH:15][C:10]=3[C:11](=[O:12])[NH:13][CH3:14])[C:5]([C:19]([F:22])([F:21])[F:20])=[CH:4][N:3]=2)[C:38]([O:39][CH3:40])=[CH:37][C:27]=1[CH2:28][P:29](=[O:36])([O:30][CH2:31][CH3:32])[O:33][CH2:34][CH3:35]. The yield is 0.540. (3) The reactants are O.[Na].[CH3:3][CH:4]([C:7](=O)[CH3:8])[CH:5]=O.[C:10]([CH2:12][C:13]([NH2:15])=[O:14])#[N:11].C([O-])(=O)C.[NH2+]1CCCCC1. The catalyst is C(O)(=O)C. The product is [C:10]([C:12]1[C:13](=[O:14])[NH:15][C:7]([CH3:8])=[C:4]([CH3:5])[CH:3]=1)#[N:11]. The yield is 0.659. (4) The reactants are [CH2:1]([C:3]1([CH2:16][C:17](O)=O)[C:8]2[NH:9][C:10]3[C:15]([C:7]=2[CH2:6][CH2:5][O:4]1)=[CH:14][CH:13]=[CH:12][CH:11]=3)[CH3:2].[H-].[Al+3].[Li+].[H-].[H-].[H-].[O:26]1CCCC1. No catalyst specified. The product is [CH2:1]([C:3]1([CH:16]([OH:26])[CH3:17])[C:8]2[NH:9][C:10]3[C:15]([C:7]=2[CH2:6][CH2:5][O:4]1)=[CH:14][CH:13]=[CH:12][CH:11]=3)[CH3:2]. The yield is 0.790. (5) The reactants are [Cl:1][C:2]1[CH:7]=[CH:6][N:5]=[C:4]2[C:8]([C:11](=[O:15])[C:12]([OH:14])=O)=[CH:9][NH:10][C:3]=12.[C:16]1([C:22](=[C:25]2[CH2:30][CH2:29][NH:28][CH2:27][CH2:26]2)[C:23]#[N:24])[CH:21]=[CH:20][CH:19]=[CH:18][CH:17]=1.CCOP(ON1N=NC2C=CC=CC=2C1=O)(OCC)=O.C(N(C(C)C)C(C)C)C. The catalyst is CN(C=O)C. The product is [Cl:1][C:2]1[CH:7]=[CH:6][N:5]=[C:4]2[C:8]([C:11](=[O:15])[C:12]([N:28]3[CH2:27][CH2:26][C:25](=[C:22]([C:16]4[CH:21]=[CH:20][CH:19]=[CH:18][CH:17]=4)[C:23]#[N:24])[CH2:30][CH2:29]3)=[O:14])=[CH:9][NH:10][C:3]=12. The yield is 0.110. (6) The product is [Br:1][C:2]1[CH:3]=[C:4]([C:5](=[O:6])[CH2:14][CH2:15][CH3:16])[CH:11]=[CH:12][CH:13]=1. The reactants are [Br:1][C:2]1[CH:3]=[C:4]([CH:11]=[CH:12][CH:13]=1)[C:5](N(OC)C)=[O:6].[CH2:14]([Mg]Br)[CH2:15][CH3:16]. The yield is 0.750. The catalyst is C1COCC1. (7) The reactants are C(OC([N:8]1[CH2:12][CH2:11][CH:10]([C:13]([C:15]2[N:23]3[C:18]([C:19]([NH2:24])=[N:20][CH:21]=[N:22]3)=[C:17]([C:25]3[CH:26]=[CH:27][C:28]4[C:32]([CH:33]=3)=[N:31][N:30]([CH2:34][C:35]3[CH:40]=[CH:39][CH:38]=[CH:37][CH:36]=3)[CH:29]=4)[CH:16]=2)=[O:14])[CH2:9]1)=O)(C)(C)C.Cl. The catalyst is C1COCC1.O1CCOCC1. The product is [NH2:24][C:19]1[C:18]2=[C:17]([C:25]3[CH:26]=[CH:27][C:28]4[C:32]([CH:33]=3)=[N:31][N:30]([CH2:34][C:35]3[CH:36]=[CH:37][CH:38]=[CH:39][CH:40]=3)[CH:29]=4)[CH:16]=[C:15]([C:13]([CH:10]3[CH2:11][CH2:12][NH:8][CH2:9]3)=[O:14])[N:23]2[N:22]=[CH:21][N:20]=1. The yield is 0.780. (8) The reactants are Br[C:2]1[C:3]2[N:4](N=N[N:23]=2)[C:5]([N:8]2[CH2:13][CH2:12][N:11]([C:14]([O:16][C:17]([CH3:20])([CH3:19])[CH3:18])=[O:15])[CH2:10][CH2:9]2)=[N:6][CH:7]=1.[S:24]1[CH:28]=[CH:27][CH:26]=[C:25]1B(O)O.CC(C)([O-])C.[K+].O1CCOCC1. The catalyst is C1C=CC([P]([Pd]([P](C2C=CC=CC=2)(C2C=CC=CC=2)C2C=CC=CC=2)([P](C2C=CC=CC=2)(C2C=CC=CC=2)C2C=CC=CC=2)[P](C2C=CC=CC=2)(C2C=CC=CC=2)C2C=CC=CC=2)(C2C=CC=CC=2)C2C=CC=CC=2)=CC=1.O. The product is [NH2:23][C:3]1[C:2]([C:25]2[S:24][CH:28]=[CH:27][CH:26]=2)=[CH:7][N:6]=[C:5]([N:8]2[CH2:13][CH2:12][N:11]([C:14]([O:16][C:17]([CH3:20])([CH3:19])[CH3:18])=[O:15])[CH2:10][CH2:9]2)[N:4]=1. The yield is 0.0870. (9) The reactants are [Br:1][C:2]1[C:3](Cl)=[N:4][CH:5]=[C:6]([C:8]([F:11])([F:10])[F:9])[CH:7]=1.[CH2:13]([NH:15][CH2:16][C@H:17]1[CH2:22][CH2:21][C@H:20]([CH2:23]O)[CH2:19][CH2:18]1)[CH3:14].[C:25](=O)([O-])[O-:26].[K+].[K+].O. The catalyst is C1(C)C=CC=CC=1. The product is [Br:1][C:2]1[C:3]([CH2:14][CH2:13][NH:15][CH2:16][C@H:17]2[CH2:18][CH2:19][C@H:20]([CH2:23][CH2:25][OH:26])[CH2:21][CH2:22]2)=[N:4][CH:5]=[C:6]([C:8]([F:11])([F:10])[F:9])[CH:7]=1. The yield is 0.350. (10) The reactants are [C:1]([C:4]1[S:5][CH:6]=[CH:7][CH:8]=1)(=[O:3])[CH3:2].CO[CH:11](OC)[N:12](C)[CH3:13].[CH3:17]CCCCC. No catalyst specified. The product is [CH3:11][N:12]([CH3:13])[C:2](=[CH2:17])[C:1]([C:4]1[S:5][CH:6]=[CH:7][CH:8]=1)=[O:3]. The yield is 0.630.